Dataset: Reaction yield outcomes from USPTO patents with 853,638 reactions. Task: Predict the reaction yield, written as a fraction of the theoretical maximum amount of product (1.0 means a 100% yield; for example, 0.34 means a 34% yield). (1) The reactants are CS(C)=O.C(Cl)Cl.C(Cl)(=O)C(Cl)=O.[Cl:14][C:15]1[CH:20]=[C:19]([Cl:21])[CH:18]=[CH:17][C:16]=1[C:22]1[C:23]([C:39]#[N:40])=[C:24]([N:33]2[CH2:38][CH2:37][O:36][CH2:35][CH2:34]2)[S:25][C:26]=1[C:27]1[NH:28][CH2:29][CH:30]([CH3:32])[N:31]=1.[OH-].[NH4+]. No catalyst specified. The product is [Cl:14][C:15]1[CH:20]=[C:19]([Cl:21])[CH:18]=[CH:17][C:16]=1[C:22]1[C:23]([C:39]#[N:40])=[C:24]([N:33]2[CH2:34][CH2:35][O:36][CH2:37][CH2:38]2)[S:25][C:26]=1[C:27]1[NH:28][CH:29]=[C:30]([CH3:32])[N:31]=1. The yield is 0.210. (2) The reactants are C[Si]([N-][Si](C)(C)C)(C)C.[Li+].[C:11]([O:15][C:16]([N:18]1[CH2:22][CH2:21][CH:20]([C:23]([C:25]2[CH:26]=[C:27]3[C:31](=[CH:32][CH:33]=2)[N:30]([Si:34]([CH:41]([CH3:43])[CH3:42])([CH:38]([CH3:40])[CH3:39])[CH:35]([CH3:37])[CH3:36])[CH:29]=[CH:28]3)=[O:24])[CH2:19]1)=[O:17])([CH3:14])([CH3:13])[CH3:12].[CH2:44](Br)[C:45]1[CH:50]=[CH:49][CH:48]=[CH:47][CH:46]=1. The catalyst is C1COCC1. The product is [C:11]([O:15][C:16]([N:18]1[CH2:22][CH2:21][C:20]([CH2:44][C:45]2[CH:50]=[CH:49][CH:48]=[CH:47][CH:46]=2)([C:23]([C:25]2[CH:26]=[C:27]3[C:31](=[CH:32][CH:33]=2)[N:30]([Si:34]([CH:35]([CH3:36])[CH3:37])([CH:38]([CH3:40])[CH3:39])[CH:41]([CH3:43])[CH3:42])[CH:29]=[CH:28]3)=[O:24])[CH2:19]1)=[O:17])([CH3:13])([CH3:14])[CH3:12]. The yield is 0.690. (3) The reactants are [NH:1]1[C:5]2[CH:6]=[CH:7][C:8]([C:10]([NH:12][NH2:13])=[O:11])=[CH:9][C:4]=2[N:3]=[N:2]1.[C:14]([C:16]1[CH:17]=[C:18]([CH2:22][CH2:23][C:24](O)=O)[CH:19]=[CH:20][CH:21]=1)#[N:15].P(Cl)(Cl)(Cl)=O.C(=O)([O-])O.[Na+]. The catalyst is O. The product is [NH:1]1[C:5]2[CH:6]=[CH:7][C:8]([C:10]3[O:11][C:24]([CH2:23][CH2:22][C:18]4[CH:17]=[C:16]([CH:21]=[CH:20][CH:19]=4)[C:14]#[N:15])=[N:13][N:12]=3)=[CH:9][C:4]=2[N:3]=[N:2]1. The yield is 0.160. (4) The reactants are Br[C:2]1[CH:7]=[C:6]([Cl:8])[CH:5]=[CH:4][C:3]=1[C:9](=[O:11])[CH3:10].C(N(CCCC)CCCC)CCC.[C:25]([O:29][C:30]([CH3:33])([CH3:32])[CH3:31])(=[O:28])[CH:26]=[CH2:27]. The catalyst is CN(C=O)C.[Pd].C([O-])(=O)C.[Pd+2].C([O-])(=O)C. The product is [C:9]([C:3]1[CH:4]=[CH:5][C:6]([Cl:8])=[CH:7][C:2]=1/[CH:27]=[CH:26]/[C:25]([O:29][C:30]([CH3:33])([CH3:32])[CH3:31])=[O:28])(=[O:11])[CH3:10]. The yield is 0.630. (5) The product is [Cl:8][C:5]1[N:6]=[CH:7][C:2]2[N:17]([CH:18]3[CH2:23][CH2:22][O:21][CH2:20][CH2:19]3)[C:15](=[O:16])[CH:10]3[CH2:11][O:12][CH2:13][CH2:14][N:9]3[C:3]=2[N:4]=1. The catalyst is C([O-])(=O)C.[Pd+2].C([O-])(=O)C. The reactants are Br[C:2]1[C:3]([N:9]2[CH2:14][CH2:13][O:12][CH2:11][CH:10]2[C:15]([NH:17][CH:18]2[CH2:23][CH2:22][O:21][CH2:20][CH2:19]2)=[O:16])=[N:4][C:5]([Cl:8])=[N:6][CH:7]=1.CC1(C)C2C=CC=C(P(C3C=CC=CC=3)C3C=CC=CC=3)C=2OC2C1=CC=CC=2P(C1C=CC=CC=1)C1C=CC=CC=1.P([O-])([O-])([O-])=O.[K+].[K+].[K+]. The yield is 0.760. (6) The reactants are [N+:1]([C:4]1[CH:9]=[CH:8][C:7]([CH3:10])=[C:6]([O:11][CH3:12])[CH:5]=1)([O-:3])=[O:2].CC([O:16][C:17]([CH3:19])=[O:18])=O.OS(O)(=O)=O.[CH3:25][C:26]([OH:28])=[O:27]. No catalyst specified. The product is [N+:1]([C:4]1[CH:9]=[CH:8][C:7]([CH:10]([O:16][C:17](=[O:18])[CH3:19])[O:28][C:26](=[O:27])[CH3:25])=[C:6]([O:11][CH3:12])[CH:5]=1)([O-:3])=[O:2]. The yield is 0.510.